This data is from NCI-60 drug combinations with 297,098 pairs across 59 cell lines. The task is: Regression. Given two drug SMILES strings and cell line genomic features, predict the synergy score measuring deviation from expected non-interaction effect. (1) Drug 1: CC1C(C(CC(O1)OC2CC(CC3=C2C(=C4C(=C3O)C(=O)C5=C(C4=O)C(=CC=C5)OC)O)(C(=O)CO)O)N)O.Cl. Drug 2: CC1CCCC2(C(O2)CC(NC(=O)CC(C(C(=O)C(C1O)C)(C)C)O)C(=CC3=CSC(=N3)C)C)C. Cell line: MALME-3M. Synergy scores: CSS=32.9, Synergy_ZIP=0.560, Synergy_Bliss=0.229, Synergy_Loewe=-3.12, Synergy_HSA=-0.0968. (2) Drug 1: C1CNP(=O)(OC1)N(CCCl)CCCl. Drug 2: C1CC(CNC1)C2=CC=C(C=C2)N3C=C4C=CC=C(C4=N3)C(=O)N. Cell line: SW-620. Synergy scores: CSS=38.1, Synergy_ZIP=5.83, Synergy_Bliss=4.54, Synergy_Loewe=-20.7, Synergy_HSA=0.584. (3) Drug 1: CNC(=O)C1=CC=CC=C1SC2=CC3=C(C=C2)C(=NN3)C=CC4=CC=CC=N4. Drug 2: CS(=O)(=O)OCCCCOS(=O)(=O)C. Cell line: DU-145. Synergy scores: CSS=1.10, Synergy_ZIP=0.640, Synergy_Bliss=0.919, Synergy_Loewe=-1.67, Synergy_HSA=-1.75. (4) Drug 1: CC1=C2C(C(=O)C3(C(CC4C(C3C(C(C2(C)C)(CC1OC(=O)C(C(C5=CC=CC=C5)NC(=O)OC(C)(C)C)O)O)OC(=O)C6=CC=CC=C6)(CO4)OC(=O)C)O)C)O. Drug 2: C1CN(CCN1C(=O)CCBr)C(=O)CCBr. Cell line: SF-295. Synergy scores: CSS=34.1, Synergy_ZIP=-12.9, Synergy_Bliss=-8.96, Synergy_Loewe=-9.22, Synergy_HSA=-2.95. (5) Drug 1: CS(=O)(=O)C1=CC(=C(C=C1)C(=O)NC2=CC(=C(C=C2)Cl)C3=CC=CC=N3)Cl. Drug 2: C1=CC(=CC=C1CCCC(=O)O)N(CCCl)CCCl. Cell line: HCT-15. Synergy scores: CSS=13.1, Synergy_ZIP=-5.61, Synergy_Bliss=-3.79, Synergy_Loewe=-12.2, Synergy_HSA=-3.24. (6) Drug 1: CCC1(CC2CC(C3=C(CCN(C2)C1)C4=CC=CC=C4N3)(C5=C(C=C6C(=C5)C78CCN9C7C(C=CC9)(C(C(C8N6C=O)(C(=O)OC)O)OC(=O)C)CC)OC)C(=O)OC)O.OS(=O)(=O)O. Drug 2: CCC1(C2=C(COC1=O)C(=O)N3CC4=CC5=C(C=CC(=C5CN(C)C)O)N=C4C3=C2)O.Cl. Cell line: HOP-92. Synergy scores: CSS=13.8, Synergy_ZIP=-12.3, Synergy_Bliss=-12.1, Synergy_Loewe=-13.8, Synergy_HSA=-8.00.